Predict the product of the given reaction. From a dataset of Forward reaction prediction with 1.9M reactions from USPTO patents (1976-2016). (1) Given the reactants Br[CH:2]([C:14]1[CH:19]=[CH:18][N:17]=[C:16]([S:20][CH3:21])[N:15]=1)[C:3]([C:5]1[CH:10]=[CH:9][CH:8]=[C:7]([N+:11]([O-:13])=[O:12])[CH:6]=1)=O.[CH:22]([NH2:24])=[O:23].C(Cl)Cl, predict the reaction product. The product is: [CH3:21][S:20][C:16]1[N:15]=[C:14]([C:2]2[O:23][CH:22]=[N:24][C:3]=2[C:5]2[CH:10]=[CH:9][CH:8]=[C:7]([N+:11]([O-:13])=[O:12])[CH:6]=2)[CH:19]=[CH:18][N:17]=1. (2) Given the reactants C(OC(=O)[NH:10][CH2:11][C:12]1[CH:13]=[C:14]([C:18]2[CH:23]=[CH:22][C:21]([C:24](=[O:31])[NH:25][O:26][C:27]([CH3:30])([CH3:29])[CH3:28])=[CH:20][CH:19]=2)[CH:15]=[CH:16][CH:17]=1)C1C=CC=CC=1, predict the reaction product. The product is: [C:27]([O:26][NH:25][C:24]([C:21]1[CH:22]=[CH:23][C:18]([C:14]2[CH:15]=[CH:16][CH:17]=[C:12]([CH2:11][NH2:10])[CH:13]=2)=[CH:19][CH:20]=1)=[O:31])([CH3:30])([CH3:28])[CH3:29]. (3) Given the reactants C(OC(=O)[NH:7][C@H:8]([C:29]1[CH:34]=[CH:33][C:32]([O:35][CH2:36][CH2:37][O:38][C:39]([CH3:42])([CH3:41])[CH3:40])=[CH:31][CH:30]=1)[C:9](=[O:28])[NH:10][C@H:11]([C:17](=[O:27])[NH:18][C:19]1[CH:24]=[CH:23][C:22]([I:25])=[CH:21][C:20]=1[F:26])[CH2:12][C:13]([CH3:16])([CH3:15])[CH3:14])(C)(C)C.Cl.O1CCOCC1, predict the reaction product. The product is: [F:26][C:20]1[CH:21]=[C:22]([I:25])[CH:23]=[CH:24][C:19]=1[NH:18][C:17](=[O:27])[C@@H:11]([NH:10][C:9](=[O:28])[C@H:8]([NH2:7])[C:29]1[CH:30]=[CH:31][C:32]([O:35][CH2:36][CH2:37][O:38][C:39]([CH3:42])([CH3:41])[CH3:40])=[CH:33][CH:34]=1)[CH2:12][C:13]([CH3:16])([CH3:15])[CH3:14]. (4) Given the reactants [F:1][C:2]1([F:25])[CH2:7][CH2:6][CH:5]([CH2:8][C:9]2[N:13]3[C:14]([CH3:21])=[CH:15][C:16]([C:18]([OH:20])=O)=[CH:17][C:12]3=[N:11][C:10]=2[CH:22]([CH3:24])[CH3:23])[CH2:4][CH2:3]1.Cl.[NH2:27][CH:28]1[CH2:33][CH2:32][O:31][CH2:30][CH2:29]1, predict the reaction product. The product is: [F:25][C:2]1([F:1])[CH2:7][CH2:6][CH:5]([CH2:8][C:9]2[N:13]3[C:14]([CH3:21])=[CH:15][C:16]([C:18]([NH:27][CH:28]4[CH2:33][CH2:32][O:31][CH2:30][CH2:29]4)=[O:20])=[CH:17][C:12]3=[N:11][C:10]=2[CH:22]([CH3:23])[CH3:24])[CH2:4][CH2:3]1.